Dataset: Full USPTO retrosynthesis dataset with 1.9M reactions from patents (1976-2016). Task: Predict the reactants needed to synthesize the given product. (1) Given the product [C:21]([C:20]1[CH:23]=[C:16]([NH:15][C:3]([C:4]2[C:8]([NH:9][CH2:10][CH2:11][O:12][CH3:13])=[N:7][O:6][N:5]=2)=[N:2][OH:1])[CH:17]=[CH:18][C:19]=1[F:24])#[N:22], predict the reactants needed to synthesize it. The reactants are: [OH:1][N:2]=[C:3](Cl)[C:4]1[C:8]([NH:9][CH2:10][CH2:11][O:12][CH3:13])=[N:7][O:6][N:5]=1.[NH2:15][C:16]1[CH:17]=[CH:18][C:19]([F:24])=[C:20]([CH:23]=1)[C:21]#[N:22]. (2) Given the product [CH3:18][N:2]([CH3:1])[C:3]1[C:8]([CH3:9])=[CH:7][N:6]=[C:5]([NH:10][C@@H:11]2[CH2:16][CH2:15][C@H:14]([NH:17][C:31](=[O:32])[CH2:30][S:27]([C:23]3[CH:24]=[CH:25][CH:26]=[C:21]([C:20]([F:34])([F:19])[F:35])[CH:22]=3)(=[O:28])=[O:29])[CH2:13][CH2:12]2)[N:4]=1, predict the reactants needed to synthesize it. The reactants are: [CH3:1][N:2]([CH3:18])[C:3]1[C:8]([CH3:9])=[CH:7][N:6]=[C:5]([NH:10][C@@H:11]2[CH2:16][CH2:15][C@H:14]([NH2:17])[CH2:13][CH2:12]2)[N:4]=1.[F:19][C:20]([F:35])([F:34])[C:21]1[CH:22]=[C:23]([S:27]([CH2:30][C:31](O)=[O:32])(=[O:29])=[O:28])[CH:24]=[CH:25][CH:26]=1.CN(C(ON1N=NC2C=CC=NC1=2)=[N+](C)C)C.F[P-](F)(F)(F)(F)F.CCN(CC)CC. (3) Given the product [CH2:14]([C:2]1[C:7]([C:8]([O:10][CH2:11][CH3:12])=[O:9])=[C:6]([CH2:22][CH3:23])[CH:5]=[CH:4][N:3]=1)[CH3:15], predict the reactants needed to synthesize it. The reactants are: Br[C:2]1[C:7]([C:8]([O:10][CH2:11][CH3:12])=[O:9])=[C:6](Cl)[CH:5]=[CH:4][N:3]=1.[CH2:14]([Zn]CC)[CH3:15].O.Cl.O1CCO[CH2:23][CH2:22]1. (4) Given the product [Br:14][C:11]1[CH:12]=[CH:13][C:8]([NH:7][C:4]2[C:3]([C:16]([NH2:18])=[O:17])=[C:2]([N:1]=[CH:24][C:23]3[CH:26]=[CH:27][C:20]([OH:19])=[CH:21][CH:22]=3)[NH:6][N:5]=2)=[CH:9][C:10]=1[Cl:15], predict the reactants needed to synthesize it. The reactants are: [NH2:1][C:2]1[NH:6][N:5]=[C:4]([NH:7][C:8]2[CH:13]=[CH:12][C:11]([Br:14])=[C:10]([Cl:15])[CH:9]=2)[C:3]=1[C:16]([NH2:18])=[O:17].[OH:19][C:20]1[CH:27]=[CH:26][C:23]([CH:24]=O)=[CH:22][CH:21]=1. (5) The reactants are: [Cl:1][C:2]1[CH:22]=[CH:21][CH:20]=[C:19]([CH3:23])[C:3]=1[CH2:4][N:5]1[C:13]2[C:8](=[CH:9][CH:10]=[C:11]([CH2:14][C:15]([OH:17])=[O:16])[CH:12]=2)[C:7]([CH3:18])=[N:6]1.[OH-].[K+:25]. Given the product [Cl:1][C:2]1[CH:22]=[CH:21][CH:20]=[C:19]([CH3:23])[C:3]=1[CH2:4][N:5]1[C:13]2[C:8](=[CH:9][CH:10]=[C:11]([CH2:14][C:15]([O-:17])=[O:16])[CH:12]=2)[C:7]([CH3:18])=[N:6]1.[K+:25], predict the reactants needed to synthesize it.